The task is: Predict which catalyst facilitates the given reaction.. This data is from Catalyst prediction with 721,799 reactions and 888 catalyst types from USPTO. (1) Reactant: [N:1]1([CH2:7][C:8]([OH:10])=[O:9])[CH2:6][CH2:5][CH2:4][CH2:3][CH2:2]1.O[N:12]1[C:16](=[O:17])[CH2:15][CH2:14][C:13]1=[O:18].C1(N=C=NC2CCCCC2)CCCCC1. Product: [O:18]=[C:13]1[CH2:14][CH2:15][C:16](=[O:17])[N:12]1[O:9][C:8](=[O:10])[CH2:7][N:1]1[CH2:6][CH2:5][CH2:4][CH2:3][CH2:2]1. The catalyst class is: 2. (2) Reactant: [Cl:1][C:2]1[C:3]([C:27]2[CH:28]=[N:29][N:30]3[CH:35]=[CH:34][CH:33]=[CH:32][C:31]=23)=[N:4][C:5]([NH:8][C:9]2[CH:14]=[C:13]([N+:15]([O-])=O)[C:12]([C:18]3[CH2:19][CH2:20][N:21]([CH3:24])[CH2:22][CH:23]=3)=[CH:11][C:10]=2[O:25][CH3:26])=[N:6][CH:7]=1.[NH4+].[Cl-]. Product: [Cl:1][C:2]1[C:3]([C:27]2[CH:28]=[N:29][N:30]3[CH:35]=[CH:34][CH:33]=[CH:32][C:31]=23)=[N:4][C:5]([NH:8][C:9]2[CH:14]=[C:13]([NH2:15])[C:12]([C:18]3[CH2:19][CH2:20][N:21]([CH3:24])[CH2:22][CH:23]=3)=[CH:11][C:10]=2[O:25][CH3:26])=[N:6][CH:7]=1. The catalyst class is: 190. (3) Reactant: [C:1]1([CH:7]2[CH2:11][NH:10][N:9]=[C:8]2[C:12]2[CH:13]=[N:14][CH:15]=[CH:16][CH:17]=2)[CH:6]=[CH:5][CH:4]=[CH:3][CH:2]=1.[CH3:18][S:19][C:20](=[N:23][S:24]([C:27]1[CH:32]=[CH:31][C:30]([Cl:33])=[CH:29][CH:28]=1)(=[O:26])=[O:25])SC.C(N(CC)CC)C. Product: [CH3:18][S:19][C:20]([N:10]1[CH2:11][CH:7]([C:1]2[CH:2]=[CH:3][CH:4]=[CH:5][CH:6]=2)[C:8]([C:12]2[CH:13]=[N:14][CH:15]=[CH:16][CH:17]=2)=[N:9]1)=[N:23][S:24]([C:27]1[CH:32]=[CH:31][C:30]([Cl:33])=[CH:29][CH:28]=1)(=[O:25])=[O:26]. The catalyst class is: 10. (4) Reactant: [CH2:1]([O:8][C:9](=[O:22])[NH:10][C@@H:11]1[CH2:19][C:18]2[C:13](=[CH:14][CH:15]=[C:16]([CH2:20]O)[CH:17]=2)[CH2:12]1)[C:2]1[CH:7]=[CH:6][CH:5]=[CH:4][CH:3]=1.S(Cl)(Cl)=O.C(=O)([O-])[O-].[K+].[K+].[F:33][C:34]([F:43])([F:42])[C:35]1[C:39]([CH2:40][OH:41])=[CH:38][NH:37][N:36]=1. Product: [CH2:1]([O:8][C:9](=[O:22])[NH:10][C@@H:11]1[CH2:19][C:18]2[C:13](=[CH:14][CH:15]=[C:16]([CH2:20][N:37]3[CH:38]=[C:39]([CH2:40][OH:41])[C:35]([C:34]([F:33])([F:42])[F:43])=[N:36]3)[CH:17]=2)[CH2:12]1)[C:2]1[CH:7]=[CH:6][CH:5]=[CH:4][CH:3]=1. The catalyst class is: 59. (5) Reactant: Br[CH2:2][C:3]1[CH:4]=[N:5][CH:6]=[CH:7][CH:8]=1.[O:9]=[CH:10][C:11]1[CH:19]=[CH:18][C:16]([OH:17])=[C:13]([O:14][CH3:15])[CH:12]=1.C(=O)([O-])[O-].[K+].[K+]. Product: [CH3:15][O:14][C:13]1[CH:12]=[C:11]([CH:19]=[CH:18][C:16]=1[O:17][CH2:2][C:3]1[CH:4]=[N:5][CH:6]=[CH:7][CH:8]=1)[CH:10]=[O:9]. The catalyst class is: 21.